From a dataset of Forward reaction prediction with 1.9M reactions from USPTO patents (1976-2016). Predict the product of the given reaction. (1) Given the reactants [CH2:1]([C:16]1[CH:17]=[C:18](O)[CH:19]=[CH:20][CH:21]=1)[CH2:2][CH2:3][CH2:4][CH2:5][CH2:6][CH2:7][CH2:8][CH2:9][CH2:10][CH2:11][CH2:12][CH2:13]CC.[C:23](=[O:26])([O-])[O-].[K+].[K+].[N+]([C:32]1C=[C:34]([C:40]#[N:41])[C:35](=[CH:38][CH:39]=1)[C:36]#[N:37])([O-])=O.CN1CC[CH2:45][C:44]1=O, predict the reaction product. The product is: [CH3:44][CH2:45][CH:1]([C:16]1[CH:21]=[CH:20][C:19]([O:26][C:23]2[CH:32]=[CH:39][CH:38]=[C:35]([C:36]#[N:37])[C:34]=2[C:40]#[N:41])=[CH:18][CH:17]=1)[CH2:2][CH2:3][CH2:4][CH2:5][CH2:6][CH2:7][CH2:8][CH2:9][CH2:10][CH2:11][CH2:12][CH3:13]. (2) Given the reactants [CH3:1][O:2][C:3]1[CH:4]=[C:5]([CH2:20][C:21]([OH:23])=O)[CH:6]=[CH:7][C:8]=1[NH:9][C:10]([NH:12][C:13]1[CH:18]=[CH:17][CH:16]=[CH:15][C:14]=1[CH3:19])=[O:11].[CH:24]1[C:33]2[C:28](=[CH:29][CH:30]=[CH:31][CH:32]=2)[CH:27]=[CH:26][C:25]=1[O:34][C@@H:35]1[CH2:39][NH:38][C@H:37]([CH2:40][O:41][C:42]2[CH:51]=[CH:50][C:45]([C:46]([O:48][CH3:49])=[O:47])=[CH:44][CH:43]=2)[CH2:36]1.CCN=C=NCCCN(C)C.Cl, predict the reaction product. The product is: [CH3:1][O:2][C:3]1[CH:4]=[C:5]([CH2:20][C:21]([N:38]2[CH2:39][C@@H:35]([O:34][C:25]3[CH:26]=[CH:27][C:28]4[C:33](=[CH:32][CH:31]=[CH:30][CH:29]=4)[CH:24]=3)[CH2:36][C@H:37]2[CH2:40][O:41][C:42]2[CH:43]=[CH:44][C:45]([C:46]([O:48][CH3:49])=[O:47])=[CH:50][CH:51]=2)=[O:23])[CH:6]=[CH:7][C:8]=1[NH:9][C:10]([NH:12][C:13]1[CH:18]=[CH:17][CH:16]=[CH:15][C:14]=1[CH3:19])=[O:11]. (3) Given the reactants [N+:1]([C:4]1[CH:5]=[CH:6][C:7]([O:12][CH2:13][CH2:14][CH3:15])=[C:8]([CH:11]=1)[CH:9]=[O:10])([O-:3])=[O:2].OCC1C=C([N+]([O-])=O)C=CC=1O, predict the reaction product. The product is: [N+:1]([C:4]1[CH:5]=[CH:6][C:7]([O:12][CH2:13][CH2:14][CH3:15])=[C:8]([CH:11]=1)[CH2:9][OH:10])([O-:3])=[O:2]. (4) Given the reactants [NH2:1][C:2]1[S:6][C:5]([C:7]([O:9][CH2:10][CH3:11])=[O:8])=[C:4]([CH3:12])[C:3]=1[C:13]([O:15]CC)=O.[S:18]1[CH:22]=[CH:21][C:20]([CH2:23][C:24]#[N:25])=[CH:19]1.Cl.O1CCOCC1.N, predict the reaction product. The product is: [CH3:12][C:4]1[C:3]2[C:13](=[O:15])[NH:25][C:24]([CH2:23][C:20]3[CH:21]=[CH:22][S:18][CH:19]=3)=[N:1][C:2]=2[S:6][C:5]=1[C:7]([O:9][CH2:10][CH3:11])=[O:8]. (5) The product is: [CH3:42][O:41][C:26]1[CH:25]=[C:24]([CH2:23][C:22]([NH:21][C:18]2[CH:17]=[CH:16][C:15]([C:6]3([CH2:5][C:4]([OH:44])=[O:3])[CH2:14][C:13]4[C:8](=[CH:9][CH:10]=[CH:11][CH:12]=4)[CH2:7]3)=[CH:20][CH:19]=2)=[O:43])[CH:29]=[CH:28][C:27]=1[NH:30][C:31]([NH:33][C:34]1[CH:39]=[CH:38][CH:37]=[CH:36][C:35]=1[CH3:40])=[O:32]. Given the reactants C([O:3][C:4](=[O:44])[CH2:5][C:6]1([C:15]2[CH:20]=[CH:19][C:18]([NH:21][C:22](=[O:43])[CH2:23][C:24]3[CH:29]=[CH:28][C:27]([NH:30][C:31]([NH:33][C:34]4[CH:39]=[CH:38][CH:37]=[CH:36][C:35]=4[CH3:40])=[O:32])=[C:26]([O:41][CH3:42])[CH:25]=3)=[CH:17][CH:16]=2)[CH2:14][C:13]2[C:8](=[CH:9][CH:10]=[CH:11][CH:12]=2)[CH2:7]1)C.[OH-].[Na+], predict the reaction product. (6) Given the reactants N(C(OC(C)C)=O)=NC(OC(C)C)=O.[C:15]1(C)[CH:20]=[CH:19][CH:18]=[CH:17][CH:16]=1.[C:22]([NH:30][C:31]1[CH:40]=[C:39]([OH:41])[CH:38]=[CH:37][C:32]=1[C:33]([O:35][CH3:36])=[O:34])(=[O:29])[C:23]1[CH:28]=[CH:27][CH:26]=[CH:25][CH:24]=1.C1(O)CCCCC1.C1(P(C2C=CC=CC=2)C2C=CC=CC=2)C=CC=CC=1.Cl, predict the reaction product. The product is: [C:22]([NH:30][C:31]1[CH:40]=[C:39]([O:41][CH:15]2[CH2:20][CH2:19][CH2:18][CH2:17][CH2:16]2)[CH:38]=[CH:37][C:32]=1[C:33]([O:35][CH3:36])=[O:34])(=[O:29])[C:23]1[CH:24]=[CH:25][CH:26]=[CH:27][CH:28]=1.